Dataset: Full USPTO retrosynthesis dataset with 1.9M reactions from patents (1976-2016). Task: Predict the reactants needed to synthesize the given product. (1) Given the product [C:55]([O:59][C:60]([NH:62][C@@H:63]([CH2:67][N:68]([CH3:70])[CH3:69])[C:64]([NH:25][CH2:26][C:27](=[C:29]1[CH2:34][CH2:33][CH2:32][N:31]([C:35]2[C:44]([O:45][CH3:46])=[C:43]3[C:38]([C:39](=[O:53])[C:40]([C:50]([OH:52])=[O:51])=[CH:41][N:42]3[CH:47]3[CH2:49][CH2:48]3)=[CH:37][C:36]=2[F:54])[CH2:30]1)[F:28])=[O:65])=[O:61])([CH3:58])([CH3:57])[CH3:56], predict the reactants needed to synthesize it. The reactants are: CN(C(ON1N=NC2C=CC=NC1=2)=[N+](C)C)C.F[P-](F)(F)(F)(F)F.[NH2:25][CH2:26][C:27](=[C:29]1[CH2:34][CH2:33][CH2:32][N:31]([C:35]2[C:44]([O:45][CH3:46])=[C:43]3[C:38]([C:39](=[O:53])[C:40]([C:50]([OH:52])=[O:51])=[CH:41][N:42]3[CH:47]3[CH2:49][CH2:48]3)=[CH:37][C:36]=2[F:54])[CH2:30]1)[F:28].[C:55]([O:59][C:60]([NH:62][C@@H:63]([CH2:67][N:68]([CH3:70])[CH3:69])[C:64](O)=[O:65])=[O:61])([CH3:58])([CH3:57])[CH3:56].CCN(C(C)C)C(C)C. (2) Given the product [CH3:28][N:10]1[CH2:11][CH2:12][CH2:13][CH2:14][CH:9]1[CH2:8][N:7]([CH:15]1[CH2:23][C:22]2[C:17](=[CH:18][CH:19]=[CH:20][CH:21]=2)[CH2:16]1)[C:1]1[CH:6]=[CH:5][CH:4]=[CH:3][CH:2]=1, predict the reactants needed to synthesize it. The reactants are: [C:1]1([N:7]([CH:15]2[CH2:23][C:22]3[C:17](=[CH:18][CH:19]=[CH:20][CH:21]=3)[CH2:16]2)[CH2:8][CH:9]2[CH2:14][CH2:13][CH2:12][CH2:11][NH:10]2)[CH:6]=[CH:5][CH:4]=[CH:3][CH:2]=1.C=O.[BH-](OC(C)=O)(OC(C)=O)O[C:28](C)=O.[Na+].[OH-].[Na+]. (3) The reactants are: [NH2:1][C:2]1[CH:3]=[C:4]2[C:13](=[CH:14][C:15]=1[O:16][CH2:17][C:18]1[CH:23]=[CH:22][CH:21]=[CH:20][CH:19]=1)[O:12][CH2:11][C:10]1[N:5]2[CH:6]([CH3:33])[C:7](=[O:32])[N:8](COCC[Si](C)(C)C)[N:9]=1.O=[C:35]1[CH2:38][N:37]([C:39]([O:41][C:42]([CH3:45])([CH3:44])[CH3:43])=[O:40])[CH2:36]1.C([BH3-])#N.[Na+]. Given the product [C:42]([O:41][C:39]([N:37]1[CH2:38][CH:35]([NH:1][C:2]2[CH:3]=[C:4]3[C:13](=[CH:14][C:15]=2[O:16][CH2:17][C:18]2[CH:23]=[CH:22][CH:21]=[CH:20][CH:19]=2)[O:12][CH2:11][C:10]2[N:5]3[CH:6]([CH3:33])[C:7](=[O:32])[NH:8][N:9]=2)[CH2:36]1)=[O:40])([CH3:45])([CH3:43])[CH3:44], predict the reactants needed to synthesize it. (4) Given the product [CH2:2]([O:9][C:10](=[O:18])[CH:11]([NH:17][C:24](=[O:25])[C:23]1[CH:27]=[CH:28][C:20]([F:19])=[CH:21][CH:22]=1)[C:12](=[O:16])[C:13]([CH3:15])=[CH2:14])[C:3]1[CH:8]=[CH:7][CH:6]=[CH:5][CH:4]=1, predict the reactants needed to synthesize it. The reactants are: Cl.[CH2:2]([O:9][C:10](=[O:18])[CH:11]([NH2:17])[C:12](=[O:16])[C:13]([CH3:15])=[CH2:14])[C:3]1[CH:8]=[CH:7][CH:6]=[CH:5][CH:4]=1.[F:19][C:20]1[CH:28]=[CH:27][C:23]([C:24](Cl)=[O:25])=[CH:22][CH:21]=1.